From a dataset of Forward reaction prediction with 1.9M reactions from USPTO patents (1976-2016). Predict the product of the given reaction. Given the reactants C[O:2][C:3]([C:5]1[CH:10]=[CH:9][N:8]2[CH:11]=[CH:12][N:13]=[C:7]2[CH:6]=1)=O.[BH4-].[Na+], predict the reaction product. The product is: [NH3:8].[N:13]1[CH:12]=[CH:11][N:8]2[CH:9]=[CH:10][C:5]([CH2:3][OH:2])=[CH:6][C:7]=12.